The task is: Regression/Classification. Given a drug SMILES string, predict its toxicity properties. Task type varies by dataset: regression for continuous values (e.g., LD50, hERG inhibition percentage) or binary classification for toxic/non-toxic outcomes (e.g., AMES mutagenicity, cardiotoxicity, hepatotoxicity). Dataset: ld50_zhu.. This data is from Acute oral toxicity (LD50) regression data from Zhu et al.. (1) The molecule is CCCC1(CC(=O)O)OCCc2c1[nH]c1ccccc21. The rat oral LD50 is 2.28, given as -log10 of the dose in mol/kg body weight (higher means more acutely toxic). (2) The compound is O=C=Nc1ccc(Cl)cc1. The rat oral LD50 is 3.05, given as -log10 of the dose in mol/kg body weight (higher means more acutely toxic). (3) The drug is CC(C)CS. The rat oral LD50 is 1.10, given as -log10 of the dose in mol/kg body weight (higher means more acutely toxic). (4) The drug is CCC(C)C=O. The rat oral LD50 is 1.13, given as -log10 of the dose in mol/kg body weight (higher means more acutely toxic). (5) The rat oral LD50 is 2.92, given as -log10 of the dose in mol/kg body weight (higher means more acutely toxic). The molecule is CCOc1ccc(F)cc1C(CN(C)C)C(C)CC. (6) The compound is Cc1cc(=O)oc2cc(OP(=O)(OCCCl)OCCCl)ccc12. The rat oral LD50 is 3.43, given as -log10 of the dose in mol/kg body weight (higher means more acutely toxic). (7) The molecule is CC(=CC(=O)OCCCCCCCCC(=O)O)CC1OCC(CC2OC2C(C)C(C)O)C(O)C1O. The rat oral LD50 is 2.00, given as -log10 of the dose in mol/kg body weight (higher means more acutely toxic).